The task is: Predict the product of the given reaction.. This data is from Forward reaction prediction with 1.9M reactions from USPTO patents (1976-2016). (1) Given the reactants [Cl-].[Li+].[C:3]([O:7][C:8](=[O:19])[NH:9][CH2:10][C:11]1[CH:16]=[CH:15][C:14]([NH2:17])=[C:13](I)[CH:12]=1)([CH3:6])([CH3:5])[CH3:4].[CH2:20](C([Sn])=C(CCCC)CCCC)[CH2:21]CC, predict the reaction product. The product is: [C:3]([O:7][C:8](=[O:19])[NH:9][CH2:10][C:11]1[CH:16]=[CH:15][C:14]([NH2:17])=[C:13]([CH:20]=[CH2:21])[CH:12]=1)([CH3:6])([CH3:5])[CH3:4]. (2) Given the reactants [Cl:1][C:2]1[C:3]([NH:8][CH2:9][C:10]([C@H:12]2[C@H:19]3[C@H:15]([O:16][C:17]([CH3:21])([CH3:20])[O:18]3)[CH2:14][CH2:13]2)=O)=[N:4][CH:5]=[CH:6][N:7]=1.N1C=CC=CC=1.C(O)(C(F)(F)F)=O.C(OC(C(F)(F)F)=O)(C(F)(F)F)=O, predict the reaction product. The product is: [Cl:1][C:2]1[C:3]2[N:4]([C:10]([C@H:12]3[C@H:19]4[C@H:15]([O:16][C:17]([CH3:21])([CH3:20])[O:18]4)[CH2:14][CH2:13]3)=[CH:9][N:8]=2)[CH:5]=[CH:6][N:7]=1. (3) Given the reactants [C:1]([C:5]1[C:19]([O:20]CC=C)=[CH:18][C:8]2[CH2:9][C:10]3([O:17][C:7]=2[CH:6]=1)[CH2:16][CH2:15][CH2:14][CH2:13][CH2:12][CH2:11]3)([CH3:4])([CH3:3])[CH3:2].CN(C)[C:26]1[CH:31]=CC=C[CH:27]=1, predict the reaction product. The product is: [C:1]([C:5]1[C:19]([OH:20])=[C:18]([CH2:31][CH:26]=[CH2:27])[C:8]2[CH2:9][C:10]3([O:17][C:7]=2[CH:6]=1)[CH2:16][CH2:15][CH2:14][CH2:13][CH2:12][CH2:11]3)([CH3:4])([CH3:2])[CH3:3].